Predict the reaction yield, written as a fraction of the theoretical maximum amount of product (1.0 means a 100% yield; for example, 0.34 means a 34% yield). From a dataset of Reaction yield outcomes from USPTO patents with 853,638 reactions. (1) The reactants are C(ON=O)(C)(C)C.N[C:9]1[N:13]([C:14]2[C:19]([Cl:20])=[CH:18][C:17]([C:21]([F:24])([F:23])[F:22])=[CH:16][C:15]=2[Cl:25])[N:12]=[C:11]([C:26]#[N:27])[C:10]=1[S:28]([C:31]([F:34])([F:33])[F:32])(=[O:30])=[O:29].C(Br)(Br)[Br:36]. No catalyst specified. The product is [Br:36][C:9]1[N:13]([C:14]2[C:19]([Cl:20])=[CH:18][C:17]([C:21]([F:24])([F:23])[F:22])=[CH:16][C:15]=2[Cl:25])[N:12]=[C:11]([C:26]#[N:27])[C:10]=1[S:28]([C:31]([F:34])([F:33])[F:32])(=[O:30])=[O:29]. The yield is 0.790. (2) The reactants are [I-].[CH:2]([C:4]1[C:13]([O:14][CH3:15])=[CH:12][CH:11]=[C:10]2[C:5]=1[CH2:6][CH2:7][N:8]([C:16]([N:18]1[CH:22]=[CH:21][N+:20]([CH3:23])=[CH:19]1)=[O:17])[CH2:9]2)=[O:3].N1(CCN)C[CH2:28][O:27][CH2:26]C1.C(N(CC)CC)C. The catalyst is ClCCl. The product is [N:20]1([CH2:21][CH2:22][NH:18][C:16]([N:8]2[CH2:7][CH2:6][C:5]3[C:10](=[CH:11][CH:12]=[C:13]([O:14][CH3:15])[C:4]=3[CH:2]=[O:3])[CH2:9]2)=[O:17])[CH2:23][CH2:28][O:27][CH2:26][CH2:19]1. The yield is 0.587. (3) The product is [CH3:1][O:2][CH:3]1[CH2:4][CH2:5][CH2:6][CH2:7][CH:8]1[C:9]1[C:17]2[C:12](=[CH:13][CH:14]=[CH:15][CH:16]=2)[NH:11][CH:10]=1. The catalyst is CCOC(C)=O.[Pd]. The reactants are [CH3:1][O:2][CH:3]1[C:8]([C:9]2[C:17]3[C:12](=[CH:13][CH:14]=[CH:15][CH:16]=3)[NH:11][CH:10]=2)=[CH:7][CH2:6][CH2:5][CH2:4]1. The yield is 0.630. (4) The catalyst is C1COCC1.CO. The product is [C:19]([NH:18][C:14]1[CH:13]=[C:12]([CH:17]=[CH:16][CH:15]=1)[O:11][C:9]1[CH:10]=[CH:2][C:3]([C:4]([OH:5])=[O:22])=[CH:7][CH:8]=1)(=[O:21])[CH3:20]. The reactants are C[C:2]1[CH:10]=[C:9]([O:11][C:12]2[CH:17]=[CH:16][CH:15]=[C:14]([NH:18][C:19](=[O:21])[CH3:20])[CH:13]=2)[CH:8]=[CH:7][C:3]=1[C:4](N)=[O:5].[OH-:22].[Na+].Cl. The yield is 0.450. (5) The product is [CH:1]1([CH:7]([NH:21][C:22]2[CH:23]=[CH:24][C:25]([C:26]([O:28][CH3:29])=[O:27])=[CH:30][CH:31]=2)[C:9]2[N:13]([CH3:14])[C:12]3[CH:15]=[C:16]([O:19][CH3:20])[CH:17]=[CH:18][C:11]=3[N:10]=2)[CH2:6][CH2:5][CH2:4][CH2:3][CH2:2]1. The yield is 0.420. The reactants are [CH:1]1([C:7]([C:9]2[N:13]([CH3:14])[C:12]3[CH:15]=[C:16]([O:19][CH3:20])[CH:17]=[CH:18][C:11]=3[N:10]=2)=O)[CH2:6][CH2:5][CH2:4][CH2:3][CH2:2]1.[NH2:21][C:22]1[CH:31]=[CH:30][C:25]([C:26]([O:28][CH3:29])=[O:27])=[CH:24][CH:23]=1.C(=O)([O-])O.[Na+].C([BH3-])#N.[Na+]. The catalyst is O1CCCC1.[Ti](Cl)(Cl)(Cl)Cl.C(O)(=O)C.C(Cl)Cl.C(N(CC)CC)C.